Dataset: Blood-brain barrier permeability classification from the B3DB database. Task: Regression/Classification. Given a drug SMILES string, predict its absorption, distribution, metabolism, or excretion properties. Task type varies by dataset: regression for continuous measurements (e.g., permeability, clearance, half-life) or binary classification for categorical outcomes (e.g., BBB penetration, CYP inhibition). Dataset: b3db_classification. (1) The drug is COC(=O)[C@H]1[C@H]2C[C@@H]3c4[nH]c5ccc(Cl)cc5c4CCN3C[C@H]2C[C@@H](OC(=O)c2cc(OC)c(OC)c(OC)c2)[C@@H]1OC. The result is 1 (penetrates BBB). (2) The drug is COC1(NC(=O)CSC(F)F)C(=O)N2C(C(=O)O)=C(CSc3nnnn3CCO)COC21. The result is 0 (does not penetrate BBB). (3) The molecule is CCN=C1Nc2ccc(Cl)cc2[C@@H](c2ccccc2)S1. The result is 1 (penetrates BBB). (4) The drug is OCCN1CCN(CCCN2c3cc(C(F)(F)F)ccc3Sc3sccc32)CC1. The result is 1 (penetrates BBB). (5) The compound is COCC1CN(c2ccc(OCCC(O)C(F)(F)F)cc2)C(=O)O1. The result is 1 (penetrates BBB).